From a dataset of Forward reaction prediction with 1.9M reactions from USPTO patents (1976-2016). Predict the product of the given reaction. Given the reactants C[C:2]([CH3:17])([CH2:6][C:7]1[CH:16]=[CH:15][C:14]2[C:9](=[CH:10][CH:11]=[CH:12][CH:13]=2)[CH:8]=1)[C:3](O)=O.C(N([CH2:23][CH3:24])CC)C.[C:25](Cl)(=[O:29])[O:26][CH2:27][CH3:28].[N-:31]=[N+]=[N-].[Na+].[CH3:35][C:36]([CH3:38])=O, predict the reaction product. The product is: [CH3:17][C:2]([NH:31][C:25]([O:26][CH2:27][C:28]1[CH:24]=[CH:23][CH:38]=[CH:36][CH:35]=1)=[O:29])([CH3:3])[CH2:6][C:7]1[CH:16]=[CH:15][C:14]2[C:9](=[CH:10][CH:11]=[CH:12][CH:13]=2)[CH:8]=1.